The task is: Predict the product of the given reaction.. This data is from Forward reaction prediction with 1.9M reactions from USPTO patents (1976-2016). (1) Given the reactants [NH2:1][CH2:2][CH2:3][N:4]([CH3:15])[CH2:5][CH2:6][NH:7][C:8](=[O:14])[O:9][C:10]([CH3:13])([CH3:12])[CH3:11].[C:16](O)(=[O:24])[C:17]1[C:18](=[CH:20][CH:21]=[CH:22][CH:23]=1)[OH:19].CCN=C=NCCCN(C)C, predict the reaction product. The product is: [OH:19][C:18]1[CH:20]=[CH:21][CH:22]=[CH:23][C:17]=1[C:16]([NH:1][CH2:2][CH2:3][N:4]([CH3:15])[CH2:5][CH2:6][NH:7][C:8](=[O:14])[O:9][C:10]([CH3:11])([CH3:12])[CH3:13])=[O:24]. (2) Given the reactants [Cl:1][C:2]1[CH:7]=[CH:6][C:5]([C@H:8]2[N:15]3[C:11]([S:12][C:13]([C:19]([N:21]4[C@H:28]([CH3:29])[CH2:27][CH2:26][C@H:22]4[C:23](O)=[O:24])=[O:20])=[C:14]3[CH:16]([CH3:18])[CH3:17])=[N:10][C@:9]2([C:31]2[CH:36]=[CH:35][C:34]([Cl:37])=[CH:33][CH:32]=2)[CH3:30])=[CH:4][CH:3]=1.[CH3:38][N:39]([CH3:46])[CH:40]1[CH2:45][CH2:44][NH:43][CH2:42][CH2:41]1, predict the reaction product. The product is: [Cl:1][C:2]1[CH:3]=[CH:4][C:5]([C@H:8]2[N:15]3[C:11]([S:12][C:13]([C:19]([N:21]4[C@H:28]([CH3:29])[CH2:27][CH2:26][C@H:22]4[C:23]([N:43]4[CH2:44][CH2:45][CH:40]([N:39]([CH3:46])[CH3:38])[CH2:41][CH2:42]4)=[O:24])=[O:20])=[C:14]3[CH:16]([CH3:18])[CH3:17])=[N:10][C@:9]2([C:31]2[CH:32]=[CH:33][C:34]([Cl:37])=[CH:35][CH:36]=2)[CH3:30])=[CH:6][CH:7]=1. (3) Given the reactants Br[C:2]1C=C(F)C=C(F)C=1.[Cl:10][C:11]1[CH:20]=[C:19]2[C:14]([C:15]([NH:21][C@H:22]3[CH2:27][C@@H:26]([CH3:28])[C@@H:25]([NH2:29])[CH2:24][C@H:23]3[CH3:30])=[CH:16][CH:17]=[N:18]2)=[CH:13][CH:12]=1.Cl[C:32]1[CH:41]=[C:40]2[C:35]([C:36](NC3CCC(N)CC3)=CC=N2)=[CH:34][CH:33]=1, predict the reaction product. The product is: [Cl:10][C:11]1[CH:20]=[C:19]2[C:14]([C:15]([NH:21][C@H:22]3[CH2:27][C@@H:26]([CH3:28])[C@@H:25]([NH:29][C:33]4[CH:32]=[C:41]([CH3:2])[CH:40]=[C:35]([CH3:36])[CH:34]=4)[CH2:24][C@H:23]3[CH3:30])=[CH:16][CH:17]=[N:18]2)=[CH:13][CH:12]=1. (4) Given the reactants [Cl:1][C:2]1[CH:3]=[C:4]([CH:13]=[CH:14][CH:15]=1)[O:5][C:6]1[CH:12]=[CH:11][C:9]([NH2:10])=[CH:8][CH:7]=1.[CH:16]1([CH:22]=O)[CH2:21][CH2:20][CH2:19][CH2:18][CH2:17]1.[O:24]1[CH:29]=[CH:28][CH2:27][CH2:26][CH2:25]1, predict the reaction product. The product is: [Cl:1][C:2]1[CH:3]=[C:4]([CH:13]=[CH:14][CH:15]=1)[O:5][C:6]1[CH:12]=[CH:11][C:9]2[NH:10][CH:22]([CH:16]3[CH2:17][CH2:18][CH2:19][CH2:20][CH2:21]3)[CH:26]3[CH2:27][CH2:28][CH2:29][O:24][CH:25]3[C:8]=2[CH:7]=1.